Predict the product of the given reaction. From a dataset of Forward reaction prediction with 1.9M reactions from USPTO patents (1976-2016). (1) Given the reactants [F:1][C:2]1[C:3]([C:22]([NH:24][CH2:25][C:26]2([C:32]3[CH:37]=[CH:36][CH:35]=[CH:34][N:33]=3)[CH2:31][CH2:30][NH:29][CH2:28][CH2:27]2)=[O:23])=[N:4][CH:5]=[CH:6][C:7]=1[S:8][C:9]1[S:13][C:12]([NH:14][C:15]2[CH:20]=[C:19]([CH3:21])[CH:18]=[CH:17][N:16]=2)=[N:11][CH:10]=1.Cl[C:39]([O:41][CH2:42][CH2:43][O:44][CH3:45])=[O:40], predict the reaction product. The product is: [F:1][C:2]1[C:3]([C:22]([NH:24][CH2:25][C:26]2([C:32]3[CH:37]=[CH:36][CH:35]=[CH:34][N:33]=3)[CH2:27][CH2:28][N:29]([C:39]([O:41][CH2:42][CH2:43][O:44][CH3:45])=[O:40])[CH2:30][CH2:31]2)=[O:23])=[N:4][CH:5]=[CH:6][C:7]=1[S:8][C:9]1[S:13][C:12]([NH:14][C:15]2[CH:20]=[C:19]([CH3:21])[CH:18]=[CH:17][N:16]=2)=[N:11][CH:10]=1. (2) Given the reactants [O:1]1[CH:5]=[CH:4][C:3]([C:6]2[C:7]([O:35][CH3:36])=[C:8]([C:13]([CH2:16][S:17]([C:20]3[CH:25]=[CH:24][CH:23]=[CH:22][C:21]=3/[CH:26]=[CH:27]\[CH2:28][N:29]3[CH2:34][CH2:33][CH2:32][CH2:31][CH2:30]3)(=[O:19])=[O:18])=[CH:14][CH:15]=2)[C:9]([O:11]C)=[O:10])=[CH:2]1.O.[OH-].[Li+], predict the reaction product. The product is: [O:1]1[CH:5]=[CH:4][C:3]([C:6]2[C:7]([O:35][CH3:36])=[C:8]([C:13]([CH2:16][S:17]([C:20]3[CH:25]=[CH:24][CH:23]=[CH:22][C:21]=3/[CH:26]=[CH:27]\[CH2:28][N:29]3[CH2:34][CH2:33][CH2:32][CH2:31][CH2:30]3)(=[O:19])=[O:18])=[CH:14][CH:15]=2)[C:9]([OH:11])=[O:10])=[CH:2]1. (3) Given the reactants Cl[CH:2]([C:18]1[S:26][C:25]2[C:24]([N:27]3[CH2:32][CH2:31][O:30][CH2:29][CH2:28]3)=[N:23][CH:22]=[N:21][C:20]=2[CH:19]=1)[N:3]1[CH2:8][CH2:7][CH:6]([S:9]([CH2:12][C:13]([N:15]([CH3:17])[CH3:16])=[O:14])(=[O:11])=[O:10])[CH2:5][CH2:4]1.[NH2:33][C:34]1[N:39]=[CH:38][C:37](B(O)O)=[CH:36][N:35]=1, predict the reaction product. The product is: [NH2:33][C:34]1[N:39]=[CH:38][C:37]([C:22]2[N:23]=[C:24]([N:27]3[CH2:32][CH2:31][O:30][CH2:29][CH2:28]3)[C:25]3[S:26][C:18]([CH2:2][N:3]4[CH2:8][CH2:7][CH:6]([S:9]([CH2:12][C:13]([N:15]([CH3:17])[CH3:16])=[O:14])(=[O:11])=[O:10])[CH2:5][CH2:4]4)=[CH:19][C:20]=3[N:21]=2)=[CH:36][N:35]=1. (4) The product is: [C:1]([C:5]1[CH:6]=[C:7]([CH:19]=[CH:20][CH:21]=1)[O:8][C:9]1[S:10][CH:11]=[C:12]([C:14]([NH:51][C:50]2[C:49]([O:52][CH3:53])=[N:48][C:47]([NH:54][CH2:55][CH2:56][CH2:57][N:58]3[CH2:63][CH2:62][O:61][CH2:60][CH2:59]3)=[N:46][C:45]=2[O:44][CH3:43])=[O:16])[N:13]=1)([CH3:2])([CH3:3])[CH3:4]. Given the reactants [C:1]([C:5]1[CH:6]=[C:7]([CH:19]=[CH:20][CH:21]=1)[O:8][C:9]1[S:10][CH:11]=[C:12]([C:14]([O:16]CC)=O)[N:13]=1)([CH3:4])([CH3:3])[CH3:2].C(C1C=C(C=CC=1)OC1(C(OCC)=O)NC=CS1)(C)(C)C.[CH3:43][O:44][C:45]1[C:50]([NH2:51])=[C:49]([O:52][CH3:53])[N:48]=[C:47]([NH:54][CH2:55][CH2:56][CH2:57][N:58]2[CH2:63][CH2:62][O:61][CH2:60][CH2:59]2)[N:46]=1, predict the reaction product. (5) Given the reactants [CH3:1][C:2]1[C:10]2[CH2:9][O:8][C:7](=[O:11])[C:6]=2[CH:5]=[CH:4][C:3]=1[CH:12]([CH3:16])[C:13](O)=[O:14], predict the reaction product. The product is: [OH:14][CH2:13][CH:12]([C:3]1[CH:4]=[CH:5][C:6]2[C:7](=[O:11])[O:8][CH2:9][C:10]=2[C:2]=1[CH3:1])[CH3:16].